From a dataset of Plasma protein binding rate (PPBR) regression data from AstraZeneca. Regression/Classification. Given a drug SMILES string, predict its absorption, distribution, metabolism, or excretion properties. Task type varies by dataset: regression for continuous measurements (e.g., permeability, clearance, half-life) or binary classification for categorical outcomes (e.g., BBB penetration, CYP inhibition). For this dataset (ppbr_az), we predict Y. (1) The drug is CCN1CCC[C@H]1CNC(=O)c1cc(Br)cc(OC)c1OC. The Y is 46.0 %. (2) The molecule is CCOc1cc(CN2CCC(Nc3nc4cc(S(N)(=O)=O)ccc4o3)CC2)cc(OCC)c1N. The Y is 70.1 %. (3) The molecule is Cc1c(N)cccc1Cn1ccc(OCCc2cccs2)cc1=O. The Y is 95.0 %.